Dataset: Catalyst prediction with 721,799 reactions and 888 catalyst types from USPTO. Task: Predict which catalyst facilitates the given reaction. Product: [CH2:25]([CH:22]1[CH2:21][CH2:20][CH:19]([CH:18]=[CH:17][C:14]2[CH:13]=[CH:12][C:11]([C@H:8]3[CH2:7][CH2:6][C@H:5]([CH:3]=[O:2])[CH2:10][CH2:9]3)=[CH:16][CH:15]=2)[CH2:24][CH2:23]1)[CH2:26][CH2:27][CH2:28][CH3:29]. The catalyst class is: 11. Reactant: C[O:2][C:3]([CH:5]1[CH2:10][CH2:9][CH:8]([C:11]2[CH:16]=[CH:15][C:14]([CH:17]=[CH:18][CH:19]3[CH2:24][CH2:23][CH:22]([CH2:25][CH2:26][CH2:27][CH2:28][CH3:29])[CH2:21][CH2:20]3)=[CH:13][CH:12]=2)[CH2:7][CH2:6]1)=O.COCCO[AlH2-]OCCOC.[Na+].O.Cl.